From a dataset of Forward reaction prediction with 1.9M reactions from USPTO patents (1976-2016). Predict the product of the given reaction. Given the reactants [C:1]([O:5][C:6](=[O:28])[NH:7][CH:8]1[CH2:13][CH2:12][CH:11]([NH:14][CH2:15][C:16]2[CH:21]=[CH:20][CH:19]=[C:18]([C:22]3[CH:27]=[CH:26][N:25]=[CH:24][CH:23]=3)[CH:17]=2)[CH2:10][CH2:9]1)([CH3:4])([CH3:3])[CH3:2].CCN(CC)CC.[Cl:36][C:37]1[C:38]2[CH:48]=[CH:47][CH:46]=[CH:45][C:39]=2[S:40][C:41]=1[C:42](Cl)=[O:43], predict the reaction product. The product is: [C:1]([O:5][C:6](=[O:28])[NH:7][CH:8]1[CH2:13][CH2:12][CH:11]([N:14]([C:42]([C:41]2[S:40][C:39]3[CH:45]=[CH:46][CH:47]=[CH:48][C:38]=3[C:37]=2[Cl:36])=[O:43])[CH2:15][C:16]2[CH:21]=[CH:20][CH:19]=[C:18]([C:22]3[CH:27]=[CH:26][N:25]=[CH:24][CH:23]=3)[CH:17]=2)[CH2:10][CH2:9]1)([CH3:4])([CH3:2])[CH3:3].